Predict which catalyst facilitates the given reaction. From a dataset of Catalyst prediction with 721,799 reactions and 888 catalyst types from USPTO. (1) Reactant: [CH2:1]([CH:3]1[O:8][C:7]2[CH:9]=[CH:10][CH:11]=[CH:12][C:6]=2[N:5]([CH2:13][C:14]([OH:16])=O)[C:4]1=[O:17])[CH3:2].[NH2:18][C:19]1[CH:20]=[C:21]2[C:25](=[CH:26][CH:27]=1)[CH2:24][C:23]1([C:31](=[O:32])[NH:30][C:29](=[O:33])[NH:28]1)[CH2:22]2.CCN(C(C)C)C(C)C.CN(C(ON1N=NC2C=CC=NC1=2)=[N+](C)C)C.F[P-](F)(F)(F)(F)F. Product: [O:33]=[C:29]1[NH:28][C:23]2([CH2:22][C:21]3[C:25](=[CH:26][CH:27]=[C:19]([NH:18][C:14](=[O:16])[CH2:13][N:5]4[C:4](=[O:17])[CH:3]([CH2:1][CH3:2])[O:8][C:7]5[CH:9]=[CH:10][CH:11]=[CH:12][C:6]4=5)[CH:20]=3)[CH2:24]2)[C:31](=[O:32])[NH:30]1. The catalyst class is: 3. (2) Reactant: [CH3:1]OP(C(=[N+]=[N-])C(=O)C)(=O)OC.[CH3:13][C:14]([CH3:25])([CH2:17][O:18][CH:19]1[CH2:24][CH2:23][CH2:22][CH2:21][O:20]1)[CH:15]=O.C([O-])([O-])=O.[K+].[K+]. Product: [CH3:13][C:14]([CH3:25])([C:15]#[CH:1])[CH2:17][O:18][CH:19]1[CH2:24][CH2:23][CH2:22][CH2:21][O:20]1. The catalyst class is: 459. (3) Reactant: [CH3:1][O:2][C:3]1[CH:11]=[CH:10][CH:9]=[C:8]([O:12][CH3:13])[C:4]=1[C:5]([OH:7])=O.C(OC(=O)[NH:20][C@@H:21]1[CH2:26][CH2:25][CH2:24][NH:23][CH2:22]1)(C)(C)C.CN(C(ON1N=NC2C=CC=CC1=2)=[N+](C)C)C.[B-](F)(F)(F)F.CCN(C(C)C)C(C)C. Product: [NH2:20][C@@H:21]1[CH2:26][CH2:25][CH2:24][N:23]([C:5]([C:4]2[C:8]([O:12][CH3:13])=[CH:9][CH:10]=[CH:11][C:3]=2[O:2][CH3:1])=[O:7])[CH2:22]1. The catalyst class is: 3. (4) Reactant: [C:1]([C:3]1[CH:11]=[CH:10][C:6]([C:7](Cl)=[O:8])=[CH:5][CH:4]=1)#[N:2].[NH2:12][C:13]([CH3:29])([CH2:16][N:17]1[N:21]=[C:20]2[C:22]([Cl:28])=[CH:23][C:24]([Cl:27])=[C:25]([Cl:26])[C:19]2=[N:18]1)[C:14]#[N:15]. Product: [C:14]([C:13]([NH:12][C:7](=[O:8])[C:6]1[CH:10]=[CH:11][C:3]([C:1]#[N:2])=[CH:4][CH:5]=1)([CH3:29])[CH2:16][N:17]1[N:21]=[C:20]2[C:22]([Cl:28])=[CH:23][C:24]([Cl:27])=[C:25]([Cl:26])[C:19]2=[N:18]1)#[N:15]. The catalyst class is: 1. (5) Reactant: Cl.[CH2:2]([O:9][C:10](=[O:16])[C@H:11]1[CH2:15][CH2:14][CH2:13][NH:12]1)[C:3]1[CH:8]=[CH:7][CH:6]=[CH:5][CH:4]=1.C(N(CC)CC)C.Cl[C:25]([O:27][CH2:28][Cl:29])=[O:26]. Product: [N:12]1([C:25]([O:27][CH2:28][Cl:29])=[O:26])[CH2:13][CH2:14][CH2:15][C@@H:11]1[C:10]([O:9][CH2:2][C:3]1[CH:4]=[CH:5][CH:6]=[CH:7][CH:8]=1)=[O:16]. The catalyst class is: 2. (6) Reactant: [CH3:1][O:2][CH:3]([O:20][CH3:21])[CH:4]1[CH2:9][CH2:8][N:7]([C:10]2[CH:19]=[CH:18][C:13]([C:14]([O:16]C)=[O:15])=[CH:12][CH:11]=2)[CH2:6][CH2:5]1.Cl. Product: [CH3:1][O:2][CH:3]([O:20][CH3:21])[CH:4]1[CH2:9][CH2:8][N:7]([C:10]2[CH:19]=[CH:18][C:13]([C:14]([OH:16])=[O:15])=[CH:12][CH:11]=2)[CH2:6][CH2:5]1. The catalyst class is: 5. (7) Reactant: [F:1][C:2]1[CH:7]=[CH:6][C:5]([CH:8]2[CH2:12][CH2:11][CH2:10][N:9]2[C:13]2[CH:18]=[CH:17][N:16]=[C:15]([NH2:19])[CH:14]=2)=[CH:4][CH:3]=1.[C:20]([N:28]=C=O)(=[O:27])C1C=CC=CC=1.C(O)C.C(=O)([O-])[O-].[K+].[K+]. Product: [F:1][C:2]1[CH:3]=[CH:4][C:5]([CH:8]2[CH2:12][CH2:11][CH2:10][N:9]2[C:13]2[CH:18]=[CH:17][N:16]=[C:15]([NH:19][C:20]([NH2:28])=[O:27])[CH:14]=2)=[CH:6][CH:7]=1. The catalyst class is: 2.